This data is from HIV replication inhibition screening data with 41,000+ compounds from the AIDS Antiviral Screen. The task is: Binary Classification. Given a drug SMILES string, predict its activity (active/inactive) in a high-throughput screening assay against a specified biological target. The compound is CCCNC(=O)N(C(C)(C)C)S(=O)(=O)c1ccc(Cl)cc1. The result is 0 (inactive).